From a dataset of Forward reaction prediction with 1.9M reactions from USPTO patents (1976-2016). Predict the product of the given reaction. Given the reactants Cl.[Cl:2][C:3]1[C:8]([F:9])=[CH:7][CH:6]=[CH:5][C:4]=1[NH:10][NH2:11].C(=O)([O-])[O-].[K+].[K+].[C:18](OCC)(=[O:26])[C:19]#[C:20][C:21]([O:23][CH2:24][CH3:25])=[O:22].Cl, predict the reaction product. The product is: [Cl:2][C:3]1[C:8]([F:9])=[CH:7][CH:6]=[CH:5][C:4]=1[N:10]1[C:18]([OH:26])=[CH:19][C:20]([C:21]([O:23][CH2:24][CH3:25])=[O:22])=[N:11]1.